From a dataset of Catalyst prediction with 721,799 reactions and 888 catalyst types from USPTO. Predict which catalyst facilitates the given reaction. (1) Reactant: [Br:1][C:2]1[C:3](=[O:29])[N:4]([CH2:19][C:20]2[CH:28]=[CH:27][C:23]([C:24](O)=[O:25])=[CH:22][N:21]=2)[C:5]([CH3:18])=[CH:6][C:7]=1[O:8][CH2:9][C:10]1[CH:15]=[CH:14][C:13]([F:16])=[CH:12][C:11]=1[F:17].ON1C2C=CC=CC=2N=N1.[CH3:40][N:41]1CC[O:44][CH2:43][CH2:42]1.Cl.CN(C)CCCN=C=NCC.CNCCO. Product: [Br:1][C:2]1[C:3](=[O:29])[N:4]([CH2:19][C:20]2[CH:28]=[CH:27][C:23]([C:24]([N:41]([CH2:42][CH2:43][OH:44])[CH3:40])=[O:25])=[CH:22][N:21]=2)[C:5]([CH3:18])=[CH:6][C:7]=1[O:8][CH2:9][C:10]1[CH:15]=[CH:14][C:13]([F:16])=[CH:12][C:11]=1[F:17]. The catalyst class is: 35. (2) The catalyst class is: 1. Reactant: [OH:1][C:2]1[CH:3]=[C:4]2[C:9](=[C:10]([CH3:13])[C:11]=1[CH3:12])[NH:8][C:7](=O)[CH2:6][C:5]12[CH2:17][CH2:16][CH2:15]1.B.C1COCC1.Cl. Product: [CH3:12][C:11]1[C:10]([CH3:13])=[C:9]2[C:4]([C:5]3([CH2:15][CH2:16][CH2:17]3)[CH2:6][CH2:7][NH:8]2)=[CH:3][C:2]=1[OH:1]. (3) Reactant: [OH:1][CH2:2][C:3]1[CH:8]=[CH:7][C:6]([C:9](=[O:22])[CH2:10][CH2:11][CH2:12][N:13]([CH3:21])[C:14](=[O:20])[O:15][C:16]([CH3:19])([CH3:18])[CH3:17])=[CH:5][CH:4]=1.C(N(CC)CC)C.[CH3:30][S:31](Cl)(=[O:33])=[O:32].C(=O)([O-])O.[Na+]. Product: [CH3:30][S:31]([O:1][CH2:2][C:3]1[CH:8]=[CH:7][C:6]([C:9](=[O:22])[CH2:10][CH2:11][CH2:12][N:13]([C:14]([O:15][C:16]([CH3:18])([CH3:17])[CH3:19])=[O:20])[CH3:21])=[CH:5][CH:4]=1)(=[O:33])=[O:32]. The catalyst class is: 4. (4) Reactant: [I:1][C:2]1[C:3](Cl)=[N:4][C:5]([S:8][CH3:9])=[N:6][CH:7]=1.[CH3:11][NH:12][NH2:13]. Product: [I:1][C:2]1[C:3]([N:12]([CH3:11])[NH2:13])=[N:4][C:5]([S:8][CH3:9])=[N:6][CH:7]=1. The catalyst class is: 4. (5) Reactant: [P:1]([O-:19])([O:11][CH2:12][C:13]1[CH:18]=[CH:17][CH:16]=[CH:15][CH:14]=1)([O:3][CH2:4][C:5]1[CH:10]=[CH:9][CH:8]=[CH:7][CH:6]=1)=[O:2].[OH-].[Na+].[N+]([O-])([O-])=O.[Ag+:26]. Product: [P:1]([O-:19])([O:3][CH2:4][C:5]1[CH:10]=[CH:9][CH:8]=[CH:7][CH:6]=1)([O:11][CH2:12][C:13]1[CH:18]=[CH:17][CH:16]=[CH:15][CH:14]=1)=[O:2].[Ag+:26]. The catalyst class is: 6.